This data is from CYP2C19 inhibition data for predicting drug metabolism from PubChem BioAssay. The task is: Regression/Classification. Given a drug SMILES string, predict its absorption, distribution, metabolism, or excretion properties. Task type varies by dataset: regression for continuous measurements (e.g., permeability, clearance, half-life) or binary classification for categorical outcomes (e.g., BBB penetration, CYP inhibition). Dataset: cyp2c19_veith. (1) The result is 0 (non-inhibitor). The compound is COc1ccc(N=C2S/C(=C\c3ccc(C)s3)C(=O)N2CC(C)C)cc1. (2) The drug is NC(=O)N[C@H]1NC(=O)NC1=O. The result is 0 (non-inhibitor). (3) The compound is O=[N+]([O-])c1ccc(C2CCCC/C2=N\OCc2cccc(F)c2)c([N+](=O)[O-])c1. The result is 1 (inhibitor). (4) The compound is CS(=O)(=O)N1CCC2(CC1)CN(C(=O)Nc1ccccc1)C2. The result is 0 (non-inhibitor). (5) The drug is CCNC(=O)c1ccc(-n2nc(C(F)(F)F)c3c2CCCC3)cc1. The result is 1 (inhibitor). (6) The drug is CCOc1ccc(C(=O)Nc2cccc(-c3cc4ccccc4oc3=O)c2)cc1[N+](=O)[O-]. The result is 1 (inhibitor). (7) The molecule is O=c1cnc2cnc(Oc3ccccc3)nc2n1Cc1cccs1. The result is 1 (inhibitor).